Task: Regression. Given two drug SMILES strings and cell line genomic features, predict the synergy score measuring deviation from expected non-interaction effect.. Dataset: NCI-60 drug combinations with 297,098 pairs across 59 cell lines (1) Drug 1: C(=O)(N)NO. Drug 2: C1CNP(=O)(OC1)N(CCCl)CCCl. Cell line: ACHN. Synergy scores: CSS=-1.57, Synergy_ZIP=-0.433, Synergy_Bliss=-0.991, Synergy_Loewe=-4.98, Synergy_HSA=-2.99. (2) Drug 2: COCCOC1=C(C=C2C(=C1)C(=NC=N2)NC3=CC=CC(=C3)C#C)OCCOC.Cl. Drug 1: C1=CC(=C2C(=C1NCCNCCO)C(=O)C3=C(C=CC(=C3C2=O)O)O)NCCNCCO. Synergy scores: CSS=63.1, Synergy_ZIP=0.965, Synergy_Bliss=-0.256, Synergy_Loewe=-25.1, Synergy_HSA=1.44. Cell line: 786-0. (3) Drug 1: CCC1(CC2CC(C3=C(CCN(C2)C1)C4=CC=CC=C4N3)(C5=C(C=C6C(=C5)C78CCN9C7C(C=CC9)(C(C(C8N6C=O)(C(=O)OC)O)OC(=O)C)CC)OC)C(=O)OC)O.OS(=O)(=O)O. Drug 2: C1CC(=O)NC(=O)C1N2C(=O)C3=CC=CC=C3C2=O. Cell line: MDA-MB-435. Synergy scores: CSS=32.8, Synergy_ZIP=-2.12, Synergy_Bliss=-4.84, Synergy_Loewe=-65.3, Synergy_HSA=-6.18. (4) Drug 1: CNC(=O)C1=CC=CC=C1SC2=CC3=C(C=C2)C(=NN3)C=CC4=CC=CC=N4. Drug 2: N.N.Cl[Pt+2]Cl. Cell line: NCI-H522. Synergy scores: CSS=8.63, Synergy_ZIP=-2.71, Synergy_Bliss=0.732, Synergy_Loewe=-1.03, Synergy_HSA=0.650.